Dataset: Reaction yield outcomes from USPTO patents with 853,638 reactions. Task: Predict the reaction yield, written as a fraction of the theoretical maximum amount of product (1.0 means a 100% yield; for example, 0.34 means a 34% yield). (1) The reactants are C(OC(=O)[NH:7][C@H:8]([C:14](=[O:36])[NH:15][C@@H:16]([CH2:29][C:30]1[CH:35]=[CH:34][CH:33]=[CH:32][CH:31]=1)[CH:17]([C:19](=[O:28])[NH:20][CH2:21][C:22]1[CH:27]=[CH:26][CH:25]=[CH:24][CH:23]=1)[OH:18])[CH2:9][C:10]([F:13])([F:12])[F:11])(C)(C)C.C(O)(C(F)(F)F)=O.[CH2:45]([O:52][C:53]([NH:55][C@@H:56]([CH3:60])[C:57](O)=[O:58])=[O:54])[C:46]1[CH:51]=[CH:50][CH:49]=[CH:48][CH:47]=1.CN(C(ON1N=NC2C=CC=NC1=2)=[N+](C)C)C.F[P-](F)(F)(F)(F)F.C(N(CC)C(C)C)(C)C. The catalyst is ClCCl. The product is [CH2:45]([O:52][C:53](=[O:54])[NH:55][C@H:56]([C:57](=[O:58])[NH:7][CH:8]([C:14](=[O:36])[NH:15][C@@H:16]([CH2:29][C:30]1[CH:35]=[CH:34][CH:33]=[CH:32][CH:31]=1)[CH:17]([C:19](=[O:28])[NH:20][CH2:21][C:22]1[CH:27]=[CH:26][CH:25]=[CH:24][CH:23]=1)[OH:18])[CH2:9][C:10]([F:12])([F:13])[F:11])[CH3:60])[C:46]1[CH:51]=[CH:50][CH:49]=[CH:48][CH:47]=1. The yield is 0.930. (2) The catalyst is [Pd].CO. The reactants are Br[C:2]1[CH:7]=[N:6][CH:5]=[C:4]2[S:8][C:9]([C:11]([O:13][CH3:14])=[O:12])=[CH:10][C:3]=12.C(N(CC)CC)C.C1COCC1. The yield is 0.800. The product is [S:8]1[C:4]2=[CH:5][N:6]=[CH:7][CH:2]=[C:3]2[CH:10]=[C:9]1[C:11]([O:13][CH3:14])=[O:12].